This data is from Catalyst prediction with 721,799 reactions and 888 catalyst types from USPTO. The task is: Predict which catalyst facilitates the given reaction. Reactant: [CH:1]1([S:7][CH2:8][C:9]2[CH:14]=[C:13]([N:15]3[CH2:20][CH2:19][O:18][CH2:17][C@@H:16]3[CH3:21])[N:12]=[C:11]([C:22]3[CH:27]=[CH:26][C:25]([NH:28][C:29]([NH:31][CH3:32])=[O:30])=[CH:24][CH:23]=3)[N:10]=2)[CH2:6][CH2:5][CH2:4][CH2:3][CH2:2]1.ClC1C=CC=C(C(OO)=[O:41])C=1.[Mn]([O-])(=O)(=O)=O.[Na+].[OH2:50]. Product: [CH:1]1([S:7]([CH2:8][C:9]2[CH:14]=[C:13]([N:15]3[CH2:20][CH2:19][O:18][CH2:17][C@@H:16]3[CH3:21])[N:12]=[C:11]([C:22]3[CH:23]=[CH:24][C:25]([NH:28][C:29]([NH:31][CH3:32])=[O:30])=[CH:26][CH:27]=3)[N:10]=2)(=[O:41])=[O:50])[CH2:6][CH2:5][CH2:4][CH2:3][CH2:2]1. The catalyst class is: 12.